Dataset: Catalyst prediction with 721,799 reactions and 888 catalyst types from USPTO. Task: Predict which catalyst facilitates the given reaction. (1) Reactant: Cl[C:2]1[C:3]2[C:4](=[CH:16][N:17](CC3C=CC(OC)=CC=3)[N:18]=2)[N:5]=[C:6]([C:8]2[C:13]([F:14])=[CH:12][CH:11]=[CH:10][C:9]=2[F:15])[N:7]=1.[CH:28]1([N:31]2[CH2:36][CH2:35][N:34]([C:37]3[CH:43]=[CH:42][C:40]([NH2:41])=[CH:39][CH:38]=3)[CH2:33][CH2:32]2)[CH2:30][CH2:29]1.Cl. Product: [CH:28]1([N:31]2[CH2:32][CH2:33][N:34]([C:37]3[CH:43]=[CH:42][C:40]([NH:41][C:2]4[C:3]5[NH:18][N:17]=[CH:16][C:4]=5[N:5]=[C:6]([C:8]5[C:9]([F:15])=[CH:10][CH:11]=[CH:12][C:13]=5[F:14])[N:7]=4)=[CH:39][CH:38]=3)[CH2:35][CH2:36]2)[CH2:30][CH2:29]1. The catalyst class is: 71. (2) Product: [CH3:21][CH:19]1[CH2:18][N:17]([C:2]2[CH:3]=[C:4]([CH:5]=[CH:6][CH:7]=2)[CH:8]=[O:13])[CH2:16][CH:15]([CH3:14])[O:20]1. The catalyst class is: 733. Reactant: Br[C:2]1[CH:3]=[C:4]([CH:8]2[O:13]CCCO2)[CH:5]=[CH:6][CH:7]=1.[CH3:14][CH:15]1[O:20][CH:19]([CH3:21])[CH2:18][NH:17][CH2:16]1.CC([O-])(C)C.[Na+].Cl.[OH-].[Na+]. (3) Reactant: [NH2:1][C@H]1CC[C@H](O)CC1.[H-].[Na+].[Cl:11][C:12]1C=C[C:15]([C:18]#[N:19])=[CH:14][N:13]=1.[CH3:20][N:21]([CH:23]=[O:24])C. Product: [CH:14]1[N:13]=[C:12]([Cl:11])[N:19]=[C:18]2[C:23]([N:21]=[CH:20][NH:1][C:15]=12)=[O:24]. The catalyst class is: 13. (4) Reactant: [NH2:1][C:2](=O)[C@@H:3]([NH:20][C:21]([C:23]1([NH:29][C:30](=[O:36])[O:31][C:32]([CH3:35])([CH3:34])[CH3:33])[CH2:28][CH2:27][O:26][CH2:25][CH2:24]1)=[O:22])[CH2:4][C:5]1[CH:10]=[CH:9][C:8]([C:11]2[CH:16]=[CH:15][C:14](F)=[C:13](C#N)[CH:12]=2)=[CH:7][CH:6]=1.C[CH2:39][N+:40](S(N=C(OC)[O-])(=O)=O)(CC)CC. Product: [C:2]([C@@H:3]([NH:20][C:21]([C:23]1([NH:29][C:30](=[O:36])[O:31][C:32]([CH3:35])([CH3:33])[CH3:34])[CH2:24][CH2:25][O:26][CH2:27][CH2:28]1)=[O:22])[CH2:4][C:5]1[CH:10]=[CH:9][C:8]([C:11]2[CH:12]=[CH:13][C:14]([C:39]#[N:40])=[CH:15][CH:16]=2)=[CH:7][CH:6]=1)#[N:1]. The catalyst class is: 4.